From a dataset of Full USPTO retrosynthesis dataset with 1.9M reactions from patents (1976-2016). Predict the reactants needed to synthesize the given product. (1) Given the product [OH:1][C:2]1[CH:14]=[C:13]([O:15][CH2:16][C:17](=[N:34][OH:35])[C:18]2[CH:27]=[CH:26][C:25]3[C:24]([CH3:29])([CH3:28])[CH2:23][CH2:22][C:21]([CH3:31])([CH3:30])[C:20]=3[CH:19]=2)[CH:12]=[CH:11][C:3]=1[C:4]([O:6][CH2:7][CH:8]([CH3:10])[CH3:9])=[O:5], predict the reactants needed to synthesize it. The reactants are: [OH:1][C:2]1[CH:14]=[C:13]([O:15][CH2:16][C:17](=O)[C:18]2[CH:27]=[CH:26][C:25]3[C:24]([CH3:29])([CH3:28])[CH2:23][CH2:22][C:21]([CH3:31])([CH3:30])[C:20]=3[CH:19]=2)[CH:12]=[CH:11][C:3]=1[C:4]([O:6][CH2:7][CH:8]([CH3:10])[CH3:9])=[O:5].Cl.[NH2:34][OH:35]. (2) Given the product [Cl:14][C:15]1[CH:16]=[CH:17][C:18]2[O:22][C:21]([NH:23][CH:4]3[C:5]4[CH:6]=[N:7][CH:8]=[CH:9][C:10]=4[O:11][C:2]([CH3:13])([CH3:1])[CH:3]3[OH:12])=[N:20][C:19]=2[CH:24]=1, predict the reactants needed to synthesize it. The reactants are: [CH3:1][C:2]1([CH3:13])[O:11][C:10]2[C:5](=[CH:6][N:7]=[CH:8][CH:9]=2)[CH:4]2[O:12][CH:3]12.[Cl:14][C:15]1[CH:16]=[CH:17][C:18]2[O:22][C:21]([NH2:23])=[N:20][C:19]=2[CH:24]=1. (3) Given the product [F:22][C:23]([F:36])([F:35])[S:24]([O:1][C:2]1[CH:20]=[CH:19][CH:18]=[CH:17][C:3]=1[O:4][C:5]1[CH:13]=[C:9]([C:10]([OH:12])=[O:11])[CH:8]=[C:7]([CH:6]=1)[C:14]([OH:16])=[O:15])(=[O:26])=[O:25], predict the reactants needed to synthesize it. The reactants are: [OH:1][C:2]1[CH:20]=[CH:19][CH:18]=[CH:17][C:3]=1[O:4][C:5]1[CH:6]=[C:7]([C:14]([OH:16])=[O:15])[CH:8]=[C:9]([CH:13]=1)[C:10]([OH:12])=[O:11].Cl.[F:22][C:23]([F:36])([F:35])[S:24](O[S:24]([C:23]([F:36])([F:35])[F:22])(=[O:26])=[O:25])(=[O:26])=[O:25]. (4) Given the product [C:12]([O:16][C:17](=[O:41])[N:18]([CH2:24][C:25]1[CH:30]=[CH:29][C:28]([O:31][C:32]2[CH:37]=[CH:36][C:35]([C:38]#[N:39])=[C:34]([O:5][N:4]=[C:2]([CH3:3])[CH3:1])[CH:33]=2)=[CH:27][CH:26]=1)[CH2:19][CH2:20][CH:21]([CH3:23])[CH3:22])([CH3:14])([CH3:15])[CH3:13], predict the reactants needed to synthesize it. The reactants are: [CH3:1][C:2](=[N:4][OH:5])[CH3:3].CC(C)([O-])C.[Na+].[C:12]([O:16][C:17](=[O:41])[N:18]([CH2:24][C:25]1[CH:30]=[CH:29][C:28]([O:31][C:32]2[CH:37]=[CH:36][C:35]([C:38]#[N:39])=[C:34](F)[CH:33]=2)=[CH:27][CH:26]=1)[CH2:19][CH2:20][CH:21]([CH3:23])[CH3:22])([CH3:15])([CH3:14])[CH3:13].CCOCC. (5) Given the product [NH:32]1[C:33]2[C:2](=[CH:7][CH:6]=[CH:5][CH:34]=2)[C:3]([CH2:4][CH2:8][CH2:9][CH2:10][N:11]([C@H:25]2[CH2:30][CH2:29][C@H:28]([CH3:31])[CH2:27][CH2:26]2)[C:12](=[O:24])[NH:13][C:14]2[S:15][C:16]([S:19][CH2:20][C:21]([OH:23])=[O:22])=[CH:17][N:18]=2)=[CH:40]1, predict the reactants needed to synthesize it. The reactants are: Cl[C:2]1[CH:3]=[C:4]([CH2:8][CH2:9][CH2:10][N:11]([C@H:25]2[CH2:30][CH2:29][C@H:28]([CH3:31])[CH2:27][CH2:26]2)[C:12](=[O:24])[NH:13][C:14]2[S:15][C:16]([S:19][CH2:20][C:21]([OH:23])=[O:22])=[CH:17][N:18]=2)[CH:5]=[CH:6][CH:7]=1.[NH:32]1[C:40]2C(=CC=CC=2)[C:34](CCCC(O)=O)=[CH:33]1.C(OC(=O)CSC1SC(N)=NC=1)C.